Dataset: CYP2C9 inhibition data for predicting drug metabolism from PubChem BioAssay. Task: Regression/Classification. Given a drug SMILES string, predict its absorption, distribution, metabolism, or excretion properties. Task type varies by dataset: regression for continuous measurements (e.g., permeability, clearance, half-life) or binary classification for categorical outcomes (e.g., BBB penetration, CYP inhibition). Dataset: cyp2c9_veith. (1) The drug is COc1ccccc1-n1c(SCC(=O)Nc2ccccc2F)nc2[nH]ncc2c1=O. The result is 1 (inhibitor). (2) The molecule is OCCSCc1ccccc1. The result is 0 (non-inhibitor).